From a dataset of Retrosynthesis with 50K atom-mapped reactions and 10 reaction types from USPTO. Predict the reactants needed to synthesize the given product. Given the product C[C@H]1C(=O)N(Cc2ccc3c(Cl)ccnc3c2)CCN1C(=O)OCc1ccccc1, predict the reactants needed to synthesize it. The reactants are: C[C@H]1C(=O)NCCN1C(=O)OCc1ccccc1.Clc1ccnc2cc(CBr)ccc12.